From a dataset of Forward reaction prediction with 1.9M reactions from USPTO patents (1976-2016). Predict the product of the given reaction. Given the reactants Cl.[CH3:2][O:3][C:4]1[CH:9]=[CH:8][C:7]([NH:10]N)=[CH:6][CH:5]=1.[O:12]1[CH:17]=[CH:16][CH2:15][CH2:14][CH2:13]1.S(=O)(=O)(O)O, predict the reaction product. The product is: [CH3:2][O:3][C:4]1[CH:9]=[C:8]2[C:7](=[CH:6][CH:5]=1)[NH:10][CH:17]=[C:16]2[CH2:15][CH2:14][CH2:13][OH:12].